Dataset: Catalyst prediction with 721,799 reactions and 888 catalyst types from USPTO. Task: Predict which catalyst facilitates the given reaction. (1) Reactant: [NH:1]1[C:5]2[CH:6]=[C:7]([C:10]([O:12]C)=[O:11])[CH:8]=[CH:9][C:4]=2[CH2:3][S:2]1(=[O:15])=[O:14].[OH-].[Na+]. The catalyst class is: 5. Product: [NH:1]1[C:5]2[CH:6]=[C:7]([C:10]([OH:12])=[O:11])[CH:8]=[CH:9][C:4]=2[CH2:3][S:2]1(=[O:14])=[O:15]. (2) Reactant: Cl.[Cl:2][C:3]1[CH:4]=[C:5]([CH2:9][NH:10][NH2:11])[CH:6]=[CH:7][CH:8]=1.[S-:12][C:13]#[N:14].[NH4+]. Product: [Cl:2][C:3]1[CH:4]=[C:5]([CH2:9][N:10]([C:13]([NH2:14])=[S:12])[NH2:11])[CH:6]=[CH:7][CH:8]=1. The catalyst class is: 8. (3) Reactant: [CH3:1][C:2]1[N:7]=[C:6]([C:8]([NH:10][C:11]2[C:12]([C:22]([OH:24])=O)=[N:13][N:14]([CH:16]3[CH2:21][CH2:20][CH2:19][CH2:18][O:17]3)[CH:15]=2)=[O:9])[CH:5]=[CH:4][CH:3]=1.[NH2:25][CH2:26][CH2:27][C:28]#[N:29].CCN=C=NCCCN(C)C.C1C=CC2N(O)N=NC=2C=1.C(=O)([O-])O.[Na+]. Product: [C:26]([CH2:27][CH2:28][NH:29][C:22]([C:12]1[C:11]([NH:10][C:8]([C:6]2[CH:5]=[CH:4][CH:3]=[C:2]([CH3:1])[N:7]=2)=[O:9])=[CH:15][N:14]([CH:16]2[CH2:21][CH2:20][CH2:19][CH2:18][O:17]2)[N:13]=1)=[O:24])#[N:25]. The catalyst class is: 3. (4) Reactant: [C:1]1([C:10]2[C:5](=[CH:6][CH:7]=[CH:8][CH:9]=2)[CH2:4][O:3]1)=[O:2].[H][H]. Product: [C:5]1([CH2:4][OH:3])[C:10]([CH2:1][OH:2])=[CH:9][CH:8]=[CH:7][CH:6]=1. The catalyst class is: 7. (5) Reactant: [C:1]([SH:3])#[N:2].N.[C:5](Cl)(=[O:12])[C:6]1[CH:11]=[CH:10][CH:9]=[CH:8][CH:7]=1.[CH3:14][O:15][C:16]1[CH:21]=[CH:20][C:19]([CH:22]2[CH2:27][CH2:26][O:25][CH2:24][CH2:23]2)=[CH:18][C:17]=1[NH2:28]. Product: [C:5]([NH:2][C:1]([NH:28][C:17]1[CH:18]=[C:19]([CH:22]2[CH2:27][CH2:26][O:25][CH2:24][CH2:23]2)[CH:20]=[CH:21][C:16]=1[O:15][CH3:14])=[S:3])(=[O:12])[C:6]1[CH:11]=[CH:10][CH:9]=[CH:8][CH:7]=1. The catalyst class is: 21. (6) Reactant: IC.[C:3]([C:8]1[C:9](=[O:19])[O:10][C:11]2[C:16]([CH:17]=1)=[CH:15][CH:14]=[C:13]([OH:18])[CH:12]=2)(=[O:7])[CH2:4][CH2:5][CH3:6].[C:20](=O)([O-])[O-].[K+].[K+]. Product: [C:3]([C:8]1[C:9](=[O:19])[O:10][C:11]2[C:16]([CH:17]=1)=[CH:15][CH:14]=[C:13]([O:18][CH3:20])[CH:12]=2)(=[O:7])[CH2:4][CH2:5][CH3:6]. The catalyst class is: 9. (7) Reactant: FC(F)(F)S(O[C:7]1[CH:15]=[C:14]2[C:10]([C:11]([C:23]([O:25][CH2:26][CH3:27])=[O:24])=[CH:12][N:13]2[C:16]([O:18][C:19]([CH3:22])([CH3:21])[CH3:20])=[O:17])=[CH:9][CH:8]=1)(=O)=O.CC1(C)C(C)(C)OB([C:38]2[CH:43]=[CH:42][C:41]([OH:44])=[CH:40][CH:39]=2)O1.C1(P(C2C=CC=CC=2)C2C=CC=CC=2)C=CC=CC=1.P([O-])([O-])([O-])=O.[K+].[K+].[K+].O. Product: [OH:44][C:41]1[CH:42]=[CH:43][C:38]([C:7]2[CH:15]=[C:14]3[C:10]([C:11]([C:23]([O:25][CH2:26][CH3:27])=[O:24])=[CH:12][N:13]3[C:16]([O:18][C:19]([CH3:20])([CH3:21])[CH3:22])=[O:17])=[CH:9][CH:8]=2)=[CH:39][CH:40]=1. The catalyst class is: 160. (8) Reactant: [Br:1][C:2]1[CH:3]=[C:4]([CH:8]=[CH:9][C:10]=1[CH3:11])[C:5]([NH2:7])=[O:6].C1(=O)O[CH:15]=[CH:14]O1. Product: [Br:1][C:2]1[CH:3]=[C:4]([C:5]2[O:6][CH:14]=[CH:15][N:7]=2)[CH:8]=[CH:9][C:10]=1[CH3:11]. The catalyst class is: 521. (9) Product: [ClH:22].[C@H:9]12[CH2:14][C@H:12]([NH:11][CH2:10]1)[CH2:13][N:8]2[C:6]([NH2:19])=[O:5]. Reactant: C([O:5][C:6]([N:8]1[CH2:13][C@@H:12]2[CH2:14][C@H:9]1[CH2:10][NH:11]2)=O)(C)(C)C.C[Si]([N:19]=C=O)(C)C.[ClH:22]. The catalyst class is: 2. (10) Reactant: [OH:1][C:2]1[CH:3]=[C:4]([CH:9]=[C:10]([OH:12])[CH:11]=1)[C:5]([O:7][CH3:8])=[O:6].C([O-])([O-])=O.[K+].[K+].[CH2:19]([CH:21]([CH2:24][CH2:25][CH2:26][CH3:27])[CH2:22]Br)[CH3:20].O. Product: [CH2:19]([CH:21]([CH2:24][CH2:25][CH2:26][CH3:27])[CH2:22][O:1][C:2]1[CH:3]=[C:4]([CH:9]=[C:10]([O:12][CH2:22][CH:21]([CH2:19][CH3:20])[CH2:24][CH2:25][CH2:26][CH3:27])[CH:11]=1)[C:5]([O:7][CH3:8])=[O:6])[CH3:20]. The catalyst class is: 3.